From a dataset of Forward reaction prediction with 1.9M reactions from USPTO patents (1976-2016). Predict the product of the given reaction. (1) Given the reactants N1CCCCC1.[NH:7](C(OCC1C2C(=CC=CC=2)C2C1=CC=CC=2)=O)[CH2:8][CH2:9][C:10]([NH:12][C@H:13]([C:18]([NH:20][C@H:21]([C:23]([NH:25][C@H:26]([C:31]([O:33][CH2:34][C:35]1[CH:40]=[CH:39][CH:38]=[CH:37][CH:36]=1)=[O:32])[CH2:27][CH:28]([CH3:30])[CH3:29])=[O:24])[CH3:22])=[O:19])[C@H:14]([CH2:16][CH3:17])[CH3:15])=[O:11], predict the reaction product. The product is: [NH2:7][CH2:8][CH2:9][C:10]([NH:12][C@H:13]([C:18]([NH:20][C@H:21]([C:23]([NH:25][C@H:26]([C:31]([O:33][CH2:34][C:35]1[CH:36]=[CH:37][CH:38]=[CH:39][CH:40]=1)=[O:32])[CH2:27][CH:28]([CH3:29])[CH3:30])=[O:24])[CH3:22])=[O:19])[C@H:14]([CH2:16][CH3:17])[CH3:15])=[O:11]. (2) Given the reactants [OH:1][C:2]1[C:7]2[C:8]([O:11][CH2:12][CH:13]3[CH2:18][CH2:17][N:16]([C:19]([O:21][C:22]([CH3:25])([CH3:24])[CH3:23])=[O:20])[CH2:15][CH2:14]3)=[N:9][O:10][C:6]=2[CH:5]=[CH:4][CH:3]=1.[CH:26]1(O)[CH2:30][CH:29]([OH:31])[CH2:28][CH2:27]1.O[CH2:34]CC1CCN(C(OC(C)(C)C)=O)CC1, predict the reaction product. The product is: [OH:31][C@H:29]1[CH2:28][CH2:27][C@H:34]([O:1][C:2]2[C:7]3[C:8]([O:11][CH2:12][CH:13]4[CH2:14][CH2:15][N:16]([C:19]([O:21][C:22]([CH3:25])([CH3:24])[CH3:23])=[O:20])[CH2:17][CH2:18]4)=[N:9][O:10][C:6]=3[CH:5]=[CH:4][CH:3]=2)[CH2:26][CH2:30]1. (3) Given the reactants BrCCBr.Cl[Si](C)(C)C.I[CH:11]1[CH2:14][N:13]([C:15]([O:17][C:18]([CH3:21])([CH3:20])[CH3:19])=[O:16])[CH2:12]1.Br[C:23]1[S:24][CH:25]=[C:26]([Br:28])[N:27]=1, predict the reaction product. The product is: [Br:28][C:26]1[N:27]=[C:23]([CH:11]2[CH2:14][N:13]([C:15]([O:17][C:18]([CH3:21])([CH3:20])[CH3:19])=[O:16])[CH2:12]2)[S:24][CH:25]=1.